Dataset: Forward reaction prediction with 1.9M reactions from USPTO patents (1976-2016). Task: Predict the product of the given reaction. (1) The product is: [O:7]1[CH2:5][CH2:4][CH2:3][CH2:2][CH:1]1[O:6][C:13]1[CH:14]=[CH:15][C:10]([CH:9]=[C:2]2[CH2:3][CH2:4][C:5](=[CH:28][C:27]3[CH:30]=[CH:31][C:24]([O:23][CH:18]4[CH2:19][CH2:20][CH2:21][CH2:22][O:17]4)=[CH:25][CH:26]=3)[C:1]2=[O:6])=[CH:11][CH:12]=1. Given the reactants [C:1]1(=[O:6])[CH2:5][CH2:4][CH2:3][CH2:2]1.[OH-:7].[Na+].[CH:9](=O)[C:10]1[CH:15]=[CH:14][CH:13]=[CH:12][CH:11]=1.[O:17]1[CH2:22][CH2:21][CH2:20][CH2:19][CH:18]1[O:23][C:24]1[CH:31]=[CH:30][C:27]([CH:28]=O)=[CH:26][CH:25]=1, predict the reaction product. (2) Given the reactants [CH3:1][C:2]1[Se:6][C:5]([C:7]([O:9][CH3:10])=[O:8])=[CH:4][CH:3]=1.[N+:11]([O-])([OH:13])=[O:12], predict the reaction product. The product is: [CH3:1][C:2]1[Se:6][C:5]([C:7]([O:9][CH3:10])=[O:8])=[CH:4][C:3]=1[N+:11]([O-:13])=[O:12]. (3) Given the reactants C([Li])CCC.Br[C:7]1[CH:8]=[CH:9][C:10]([CH2:13][O:14][CH2:15][C@H:16]2[CH2:18][C@@H:17]2[CH:19]2[CH2:24][CH2:23][N:22]([C:25]([O:27][C:28]([CH3:31])([CH3:30])[CH3:29])=[O:26])[CH2:21][CH2:20]2)=[N:11][CH:12]=1.[CH3:32][S:33]SC, predict the reaction product. The product is: [CH3:32][S:33][C:7]1[CH:8]=[CH:9][C:10]([CH2:13][O:14][CH2:15][C@H:16]2[CH2:18][C@@H:17]2[CH:19]2[CH2:24][CH2:23][N:22]([C:25]([O:27][C:28]([CH3:31])([CH3:30])[CH3:29])=[O:26])[CH2:21][CH2:20]2)=[N:11][CH:12]=1. (4) Given the reactants [CH2:1]([O:3][C:4]1[C:5]([B:14]2[O:18][C:17]([CH3:20])(C)C(C)(C)[O:15]2)=[C:6]([CH:9]=[CH:10][C:11]=1[O:12][CH3:13])C=O)[CH3:2].[N+:23](C)([O-:25])=[O:24], predict the reaction product. The product is: [CH2:1]([O:3][C:4]1[C:5]2[B:14]([OH:15])[O:18][CH:17]([CH2:20][N+:23]([O-:25])=[O:24])[C:6]=2[CH:9]=[CH:10][C:11]=1[O:12][CH3:13])[CH3:2]. (5) Given the reactants [Cl:1][C:2]1[CH:7]=[CH:6][C:5]([C:8]([CH3:18])([CH3:17])[C:9]([N:11]2[CH2:15][CH2:14][CH:13]([OH:16])[CH2:12]2)=[O:10])=[CH:4][CH:3]=1.CC(C)=O, predict the reaction product. The product is: [Cl:1][C:2]1[CH:7]=[CH:6][C:5]([C:8]([CH3:18])([CH3:17])[C:9]([N:11]2[CH2:15][CH2:14][C:13](=[O:16])[CH2:12]2)=[O:10])=[CH:4][CH:3]=1. (6) The product is: [Na+:5].[N+:20]([C:17]1[CH:16]=[CH:15][C:14]([CH2:13][C:12]2[CH:23]=[CH:24][C:9]([CH2:8][S:1]([O-:4])(=[O:3])=[O:2])=[CH:10][CH:11]=2)=[CH:19][CH:18]=1)([O-:22])=[O:21]. Given the reactants [S:1]([O-:4])([O-:3])=[O:2].[Na+:5].[Na+].Br[CH2:8][C:9]1[CH:24]=[CH:23][C:12]([CH2:13][C:14]2[CH:19]=[CH:18][C:17]([N+:20]([O-:22])=[O:21])=[CH:16][CH:15]=2)=[CH:11][CH:10]=1, predict the reaction product. (7) Given the reactants [CH:1]([C:4]1[CH:9]=[CH:8][C:7]([CH:10]([CH2:16][C:17]2[CH:22]=[CH:21][C:20]([O:23][CH2:24][CH2:25][CH2:26][NH:27][C:28]3[CH:33]=[C:32]([CH3:34])[CH:31]=[CH:30][N:29]=3)=[CH:19][CH:18]=2)[CH2:11][C:12]([O:14]C)=[O:13])=[CH:6][CH:5]=1)([CH3:3])[CH3:2].BrC1C=CC(C(CC2C=CC(OCCC3C=CC=C(NC)N=3)=CC=2)CC(OCC)=O)=CC=1, predict the reaction product. The product is: [CH:1]([C:4]1[CH:5]=[CH:6][C:7]([CH:10]([CH2:16][C:17]2[CH:22]=[CH:21][C:20]([O:23][CH2:24][CH2:25][CH2:26][NH:27][C:28]3[CH:33]=[C:32]([CH3:34])[CH:31]=[CH:30][N:29]=3)=[CH:19][CH:18]=2)[CH2:11][C:12]([OH:14])=[O:13])=[CH:8][CH:9]=1)([CH3:2])[CH3:3].